From a dataset of Catalyst prediction with 721,799 reactions and 888 catalyst types from USPTO. Predict which catalyst facilitates the given reaction. (1) Reactant: [N:1]1([CH2:7][CH2:8][NH:9][C:10]2[C:19]3[C:14](=[CH:15][CH:16]=[CH:17][CH:18]=3)[C:13]([NH2:20])=[CH:12][CH:11]=2)[CH2:6][CH2:5][O:4][CH2:3][CH2:2]1.[F:21][C:22]1[CH:23]=[C:24]([CH:28]=[C:29]([N:31]2[CH2:36][CH2:35][O:34][CH2:33][CH2:32]2)[CH:30]=1)[C:25](O)=[O:26].CN(C(ON1N=NC2C=CC=CC1=2)=[N+](C)C)C.F[P-](F)(F)(F)(F)F.C(N(C(C)C)CC)(C)C. Product: [F:21][C:22]1[CH:23]=[C:24]([CH:28]=[C:29]([N:31]2[CH2:36][CH2:35][O:34][CH2:33][CH2:32]2)[CH:30]=1)[C:25]([NH:20][C:13]1[C:14]2[C:19](=[CH:18][CH:17]=[CH:16][CH:15]=2)[C:10]([NH:9][CH2:8][CH2:7][N:1]2[CH2:6][CH2:5][O:4][CH2:3][CH2:2]2)=[CH:11][CH:12]=1)=[O:26]. The catalyst class is: 42. (2) Reactant: C([O:9][C@@H:10]1[C@@H:18]([CH2:19]O)[O:17][C@H:16]2[C@H:12]([N:13]=[C:14]([N:21]3[CH2:24][CH2:23][CH2:22]3)[S:15]2)[C@H:11]1[O:25]C(=O)C1C=CC=CC=1)(=O)C1C=CC=CC=1.CCN(S(F)(F)[F:40])CC.CO.C([O-])([O-])=O.[K+].[K+]. Product: [N:21]1([C:14]2[S:15][C@H:16]3[O:17][C@H:18]([CH2:19][F:40])[C@@H:10]([OH:9])[C@H:11]([OH:25])[C@H:12]3[N:13]=2)[CH2:24][CH2:23][CH2:22]1. The catalyst class is: 585. (3) Reactant: [Si]([O:8][CH:9]1[CH2:14][CH2:13][C:12]([CH2:16][CH2:17][CH:18]2[C:26]3[C:21](=[CH:22][CH:23]=[CH:24][C:25]=3[F:27])[C:20]3=[CH:28][N:29]=[CH:30][N:19]23)([F:15])[CH2:11][CH2:10]1)(C(C)(C)C)(C)C. Product: [F:15][C:12]1([CH2:16][CH2:17][CH:18]2[C:26]3[C:21](=[CH:22][CH:23]=[CH:24][C:25]=3[F:27])[C:20]3=[CH:28][N:29]=[CH:30][N:19]23)[CH2:11][CH2:10][CH:9]([OH:8])[CH2:14][CH2:13]1. The catalyst class is: 1. (4) Reactant: [CH:1](=O)[CH2:2][CH2:3][CH2:4][CH2:5][CH2:6][CH2:7][CH2:8][CH2:9][CH2:10][CH2:11][CH2:12][CH3:13].[ClH:15].Cl.[CH2:17]([NH:24][C:25]([NH:27][C:28]([NH2:30])=[NH:29])=[NH:26])[C:18]1[CH:23]=[CH:22][CH:21]=[CH:20][CH:19]=1. Product: [ClH:15].[NH2:30][C:28]1[NH:27][C:25]([NH:24][CH2:17][C:18]2[CH:23]=[CH:22][CH:21]=[CH:20][CH:19]=2)=[N:26][CH:1]([CH2:2][CH2:3][CH2:4][CH2:5][CH2:6][CH2:7][CH2:8][CH2:9][CH2:10][CH2:11][CH2:12][CH3:13])[N:29]=1. The catalyst class is: 8. (5) Reactant: CO[C:3]([C:5]1[S:6][CH:7]=[CH:8][C:9]=1Br)=[O:4].Cl.[NH2:12][C:13]1[CH:18]=[C:17]([C:19]#[N:20])[CH:16]=[CH:15][C:14]=1B(O)O.C(=O)([O-])[O-].[Cs+].[Cs+].O. Product: [O:4]=[C:3]1[C:5]2[S:6][CH:7]=[CH:8][C:9]=2[C:14]2[CH:15]=[CH:16][C:17]([C:19]#[N:20])=[CH:18][C:13]=2[NH:12]1. The catalyst class is: 75. (6) Reactant: [C:1]([C:4]1[S:8][C:7]([NH2:9])=[N:6][C:5]=1[CH3:10])(=[O:3])[CH3:2].N1C=CC=CC=1.[C:17](Cl)(=[O:19])[CH3:18]. Product: [C:1]([C:4]1[S:8][C:7]([NH:9][C:17](=[O:19])[CH3:18])=[N:6][C:5]=1[CH3:10])(=[O:3])[CH3:2]. The catalyst class is: 76. (7) Reactant: [CH3:1][C:2]1[CH:3]=[C:4]2[C:8](=[CH:9][CH:10]=1)[N:7]([CH2:11][CH2:12][CH2:13][C:14]#[CH:15])[C:6](=[O:16])[C:5]2=[O:17].[NH:18]1[C:26]2[C:21](=[CH:22][CH:23]=[CH:24][CH:25]=2)[C:20]([C:27](=[O:29])[CH3:28])=[CH:19]1.CNC. Product: [NH:18]1[C:26]2[C:21](=[CH:22][CH:23]=[CH:24][CH:25]=2)[C:20]([C:27](=[O:29])[CH2:28][C:5]2([OH:17])[C:4]3[C:8](=[CH:9][CH:10]=[C:2]([CH3:1])[CH:3]=3)[N:7]([CH2:11][CH2:12][CH2:13][C:14]#[CH:15])[C:6]2=[O:16])=[CH:19]1. The catalyst class is: 5.